Dataset: Reaction yield outcomes from USPTO patents with 853,638 reactions. Task: Predict the reaction yield, written as a fraction of the theoretical maximum amount of product (1.0 means a 100% yield; for example, 0.34 means a 34% yield). (1) The yield is 0.420. The catalyst is CN1C(=O)CCC1.[Cu](I)I. The product is [CH2:23]([O:25][C:26]([C:28]1[C:29]2[CH:30]=[CH:31][N:32]([C:2]3[CH:3]=[N:4][CH:5]=[C:6]([C@@H:8]4[CH2:12][CH2:11][CH2:10][N:9]4[C@@H:13]([C:15]4[CH:20]=[CH:19][C:18]([O:21][CH3:22])=[CH:17][CH:16]=4)[CH3:14])[CH:7]=3)[C:33]=2[CH:34]=[CH:35][CH:36]=1)=[O:27])[CH3:24]. The reactants are Br[C:2]1[CH:3]=[N:4][CH:5]=[C:6]([C@@H:8]2[CH2:12][CH2:11][CH2:10][N:9]2[C@@H:13]([C:15]2[CH:20]=[CH:19][C:18]([O:21][CH3:22])=[CH:17][CH:16]=2)[CH3:14])[CH:7]=1.[CH2:23]([O:25][C:26]([C:28]1[C:29]2[CH:30]=[CH:31][NH:32][C:33]=2[CH:34]=[CH:35][CH:36]=1)=[O:27])[CH3:24].C([O-])([O-])=O.[K+].[K+]. (2) The reactants are [CH3:1][O:2][C:3]([C:5]1[S:6][C:7]([C:11]2[CH:16]=[CH:15][C:14]([F:17])=[CH:13][CH:12]=2)=[CH:8][C:9]=1[NH2:10])=[O:4].CO[C:20]([CH3:22])=[CH2:21].CC(O)=O.[BH-](OC(C)=O)(OC(C)=O)OC(C)=O.[Na+].C([O-])(O)=O.[Na+]. The catalyst is ClCCCl.CCOC(C)=O.O. The product is [CH3:1][O:2][C:3]([C:5]1[S:6][C:7]([C:11]2[CH:16]=[CH:15][C:14]([F:17])=[CH:13][CH:12]=2)=[CH:8][C:9]=1[NH:10][CH:20]([CH3:22])[CH3:21])=[O:4]. The yield is 0.910. (3) The reactants are [Br:1][C:2]1[CH:7]=[CH:6][C:5]([C:8]2[O:12][N:11]=[C:10]([C:13](OCC)=[O:14])[CH:9]=2)=[CH:4][CH:3]=1.[H-].[Al+3].[Li+].[H-].[H-].[H-].[OH-].[Na+].Cl. The catalyst is O1CCCC1. The product is [Br:1][C:2]1[CH:3]=[CH:4][C:5]([C:8]2[O:12][N:11]=[C:10]([CH2:13][OH:14])[CH:9]=2)=[CH:6][CH:7]=1. The yield is 0.700. (4) The reactants are C1CCC(N=C=NC2CCCCC2)CC1.[CH3:16][O:17][C:18]1[CH:26]=[CH:25][C:24]([O:27][CH3:28])=[CH:23][C:19]=1[C:20](O)=O.[CH3:29][NH:30][NH2:31].COC1C=CC(P2(SP(C3C=CC(OC)=CC=3)(=S)S2)=[S:41])=CC=1. The catalyst is CN(C1C=CN=CC=1)C.C(Cl)Cl.C(OCC)(=O)C. The product is [CH3:29][N:30]([C:20](=[S:41])[C:19]1[CH:23]=[C:24]([O:27][CH3:28])[CH:25]=[CH:26][C:18]=1[O:17][CH3:16])[NH2:31]. The yield is 0.820. (5) The reactants are [C:1](OC(=O)C)(=[O:3])[CH3:2].N1C=CC=CC=1.[CH3:14][C:15]1[CH:20]=[C:19]([NH2:21])[C:18]([CH3:22])=[CH:17][C:16]=1[OH:23].CCCCCC.[C:30](OCC)(=[O:32])[CH3:31]. No catalyst specified. The product is [C:1]([O:23][C:16]1[CH:17]=[C:18]([CH3:22])[C:19]([NH:21][C:30](=[O:32])[CH3:31])=[CH:20][C:15]=1[CH3:14])(=[O:3])[CH3:2]. The yield is 0.950.